From a dataset of Peptide-MHC class II binding affinity with 134,281 pairs from IEDB. Regression. Given a peptide amino acid sequence and an MHC pseudo amino acid sequence, predict their binding affinity value. This is MHC class II binding data. (1) The peptide sequence is AQNGVQAMSSLGSSL. The MHC is HLA-DQA10201-DQB10202 with pseudo-sequence HLA-DQA10201-DQB10202. The binding affinity (normalized) is 0.212. (2) The peptide sequence is IRQLERLLQAVVGAG. The MHC is DRB1_0802 with pseudo-sequence DRB1_0802. The binding affinity (normalized) is 0.111. (3) The peptide sequence is SLRETACLGKAYAQMWT. The binding affinity (normalized) is 0.219. The MHC is DRB4_0101 with pseudo-sequence DRB4_0103. (4) The peptide sequence is VFIPNYNVSVAEVLI. The binding affinity (normalized) is 0.306. The MHC is HLA-DQA10401-DQB10402 with pseudo-sequence HLA-DQA10401-DQB10402. (5) The peptide sequence is VIPAGELQVIEKVDA. The MHC is HLA-DPA10301-DPB10402 with pseudo-sequence HLA-DPA10301-DPB10402. The binding affinity (normalized) is 0.212. (6) The peptide sequence is IRPRKTHESHLVRSW. The MHC is HLA-DQA10501-DQB10402 with pseudo-sequence HLA-DQA10501-DQB10402. The binding affinity (normalized) is 0.699.